From a dataset of Full USPTO retrosynthesis dataset with 1.9M reactions from patents (1976-2016). Predict the reactants needed to synthesize the given product. (1) Given the product [CH2:2]=[CH:3][CH2:4][NH3+:5].[CH2:6]1[O:8][CH:7]1[CH2:9][Cl:10].[C:12]([O-:15])([OH:14])=[O:13], predict the reactants needed to synthesize it. The reactants are: Cl.[CH2:2]=[CH:3][CH2:4][NH2:5].[CH2:6]1[O:8][CH:7]1[CH2:9][Cl:10].Cl.[C:12](=[O:15])([O-:14])[O-:13].[Na+].[Na+]. (2) Given the product [Cl:32][C:14]1[CH:15]=[CH:16][C:17]([NH:19][C@@H:20]([C:23]2[CH:28]=[C:27]([CH3:29])[C:26]([Cl:30])=[C:25]([CH3:31])[CH:24]=2)[CH2:21][CH3:22])=[CH:18][C:13]=1[CH2:12][N:10]1[CH2:9][CH:8]([C:6]([OH:7])=[O:5])[CH2:11]1, predict the reactants needed to synthesize it. The reactants are: C([O:5][C:6]([CH:8]1[CH2:11][N:10]([CH2:12][C:13]2[CH:18]=[C:17]([NH:19][C@@H:20]([C:23]3[CH:28]=[C:27]([CH3:29])[C:26]([Cl:30])=[C:25]([CH3:31])[CH:24]=3)[CH2:21][CH3:22])[CH:16]=[CH:15][C:14]=2[Cl:32])[CH2:9]1)=[O:7])(C)(C)C.Cl.